This data is from NCI-60 drug combinations with 297,098 pairs across 59 cell lines. The task is: Regression. Given two drug SMILES strings and cell line genomic features, predict the synergy score measuring deviation from expected non-interaction effect. (1) Drug 1: CC1=C2C(C(=O)C3(C(CC4C(C3C(C(C2(C)C)(CC1OC(=O)C(C(C5=CC=CC=C5)NC(=O)OC(C)(C)C)O)O)OC(=O)C6=CC=CC=C6)(CO4)OC(=O)C)O)C)O. Drug 2: C1C(C(OC1N2C=NC3=C2NC=NCC3O)CO)O. Cell line: SK-MEL-28. Synergy scores: CSS=2.84, Synergy_ZIP=-2.32, Synergy_Bliss=-5.16, Synergy_Loewe=-5.98, Synergy_HSA=-5.23. (2) Drug 1: C1=NC2=C(N=C(N=C2N1C3C(C(C(O3)CO)O)O)F)N. Drug 2: CN1C(=O)N2C=NC(=C2N=N1)C(=O)N. Cell line: HS 578T. Synergy scores: CSS=0.0465, Synergy_ZIP=-1.83, Synergy_Bliss=-0.278, Synergy_Loewe=-2.66, Synergy_HSA=-2.55. (3) Drug 1: CC1=C2C(C(=O)C3(C(CC4C(C3C(C(C2(C)C)(CC1OC(=O)C(C(C5=CC=CC=C5)NC(=O)OC(C)(C)C)O)O)OC(=O)C6=CC=CC=C6)(CO4)OC(=O)C)OC)C)OC. Drug 2: C1=CC(=CC=C1CCCC(=O)O)N(CCCl)CCCl. Cell line: SW-620. Synergy scores: CSS=35.8, Synergy_ZIP=-11.8, Synergy_Bliss=-12.5, Synergy_Loewe=-11.6, Synergy_HSA=-6.66.